Dataset: Reaction yield outcomes from USPTO patents with 853,638 reactions. Task: Predict the reaction yield, written as a fraction of the theoretical maximum amount of product (1.0 means a 100% yield; for example, 0.34 means a 34% yield). (1) The reactants are [O:1]1[C:5]2[C:6]3[C:7](=[CH:13][CH2:14][NH2:15])[CH2:8][CH2:9][C:10]=3[CH:11]=[CH:12][C:4]=2[N:3]=[CH:2]1.C(N(CC)CC)C.[C:23](OC(=O)C)(=[O:25])[CH3:24].C(=O)([O-])O.[Na+]. The catalyst is O1CCCC1. The product is [O:1]1[C:5]2[C:6]3[C:7](=[CH:13][CH2:14][NH:15][C:23](=[O:25])[CH3:24])[CH2:8][CH2:9][C:10]=3[CH:11]=[CH:12][C:4]=2[N:3]=[CH:2]1. The yield is 0.530. (2) The reactants are O[CH:2]([C:6]1[CH:11]=[CH:10][C:9]([CH:12]([CH3:14])[CH3:13])=[CH:8][CH:7]=1)[C:3]([OH:5])=[O:4].[Br:15][C:16]1[CH:21]=[CH:20][C:19](O)=[CH:18][CH:17]=1. The yield is 0.300. The product is [Br:15][C:16]1[CH:17]=[CH:18][C:19]2[O:5][C:3](=[O:4])[CH:2]([C:6]3[CH:11]=[CH:10][C:9]([CH:12]([CH3:14])[CH3:13])=[CH:8][CH:7]=3)[C:20]=2[CH:21]=1. The catalyst is CO. (3) The reactants are [CH3:1][S:2]([O:5][C:6]1[CH:11]=[C:10]([C:12]([F:15])([F:14])[F:13])[CH:9]=[CH:8][C:7]=1[CH:16]1[O:20][N:19]=[C:18]([C:21](=O)[CH2:22]Cl)[CH2:17]1)(=[O:4])=[O:3].[C:25]([CH:28]1[CH2:33][CH2:32][N:31]([C:34]([O:36][C:37]([CH3:40])([CH3:39])[CH3:38])=[O:35])[CH2:30][CH2:29]1)(=[S:27])[NH2:26].O. The catalyst is O1CCCC1.[Br-].C([N+](CCCC)(CCCC)CCCC)CCC. The product is [CH3:1][S:2]([O:5][C:6]1[CH:11]=[C:10]([C:12]([F:15])([F:13])[F:14])[CH:9]=[CH:8][C:7]=1[CH:16]1[O:20][N:19]=[C:18]([C:21]2[N:26]=[C:25]([CH:28]3[CH2:33][CH2:32][N:31]([C:34]([O:36][C:37]([CH3:40])([CH3:39])[CH3:38])=[O:35])[CH2:30][CH2:29]3)[S:27][CH:22]=2)[CH2:17]1)(=[O:4])=[O:3]. The yield is 0.560. (4) The reactants are [CH3:1][C:2]1[CH:20]=[CH:19][CH:18]=[C:17]([CH3:21])[C:3]=1[O:4][C:5]1[CH:6]=[C:7]([C:14]([OH:16])=O)[C:8](=[CH:12][CH:13]=1)[C:9]([OH:11])=O.[NH2:22][CH2:23][C:24]([OH:26])=[O:25]. The catalyst is O. The product is [CH3:21][C:17]1[CH:18]=[CH:19][CH:20]=[C:2]([CH3:1])[C:3]=1[O:4][C:5]1[CH:6]=[C:7]2[C:8](=[CH:12][CH:13]=1)[C:9](=[O:11])[N:22]([CH2:23][C:24]([OH:26])=[O:25])[C:14]2=[O:16]. The yield is 0.990. (5) The reactants are [F:1][C:2]([C@@H:5]1[CH2:10][CH2:9][C@H:8]([O:11][C:12]2[CH:13]=[C:14]3[C:19](=[CH:20][CH:21]=2)[CH:18]=[C:17]([C@:22]2([CH3:28])[CH2:26][O:25]C(=O)[NH:23]2)[CH:16]=[CH:15]3)[CH2:7][CH2:6]1)([F:4])[CH3:3].[Li+].[OH-]. The catalyst is CCO.O. The product is [NH2:23][C@@:22]([C:17]1[CH:16]=[CH:15][C:14]2[C:19](=[CH:20][CH:21]=[C:12]([O:11][C@H:8]3[CH2:9][CH2:10][C@H:5]([C:2]([F:1])([F:4])[CH3:3])[CH2:6][CH2:7]3)[CH:13]=2)[CH:18]=1)([CH3:28])[CH2:26][OH:25]. The yield is 0.400.